From a dataset of NCI-60 drug combinations with 297,098 pairs across 59 cell lines. Regression. Given two drug SMILES strings and cell line genomic features, predict the synergy score measuring deviation from expected non-interaction effect. Drug 1: CC1=C2C(C(=O)C3(C(CC4C(C3C(C(C2(C)C)(CC1OC(=O)C(C(C5=CC=CC=C5)NC(=O)OC(C)(C)C)O)O)OC(=O)C6=CC=CC=C6)(CO4)OC(=O)C)OC)C)OC. Drug 2: C1=NC2=C(N1)C(=S)N=C(N2)N. Cell line: HCT-15. Synergy scores: CSS=83.0, Synergy_ZIP=16.1, Synergy_Bliss=15.5, Synergy_Loewe=5.75, Synergy_HSA=19.5.